This data is from Forward reaction prediction with 1.9M reactions from USPTO patents (1976-2016). The task is: Predict the product of the given reaction. (1) Given the reactants CC([N:5]([C@H:9]([CH3:13])[CH2:10][C:11]#[N:12])[C:6](=[O:8])[O-:7])(C)C.CS(OC[C@H](NC(O[C:26]([CH3:29])([CH3:28])[CH3:27])=O)C)(=O)=O.[C-]#N.[Na+].O, predict the reaction product. The product is: [C:11]([CH2:10][C@H:9]([NH:5][C:6](=[O:8])[O:7][C:26]([CH3:29])([CH3:28])[CH3:27])[CH3:13])#[N:12]. (2) Given the reactants N1[CH:6]=[CH:5][N:4]=[CH:3]N=1.[F:7][C:8]1[CH:13]=[CH:12][C:11]([CH:14]2[CH2:19][CH2:18][C:17](N3CCCC3)=[CH:16][CH2:15]2)=[CH:10][CH:9]=1.[Cl-].[NH4+].ClCCl, predict the reaction product. The product is: [F:7][C:8]1[CH:13]=[CH:12][C:11]([CH:14]2[CH2:19][C:6]3[CH:5]=[N:4][CH:3]=[CH:18][C:17]=3[CH2:16][CH2:15]2)=[CH:10][CH:9]=1. (3) The product is: [Cl:1][C:2]1[CH:3]=[CH:4][C:5]2[N:6]([CH:11]=[CH:10][C:9](=[O:16])[C:8]=2[C:17]2[CH:18]=[C:19]([CH:24]=[CH:25][C:26]=2[O:27][CH3:28])[C:20]([O:22][CH3:23])=[O:21])[N:7]=1. Given the reactants [Cl:1][C:2]1[N:7]=[N:6][C:5]([CH:8]([C:17]2[CH:18]=[C:19]([CH:24]=[CH:25][C:26]=2[O:27][CH3:28])[C:20]([O:22][CH3:23])=[O:21])[C:9](=[O:16])[C:10]#[C:11][Si](C)(C)C)=[CH:4][CH:3]=1.CCCC[N+](CCCC)(CCCC)CCCC.[F-], predict the reaction product. (4) The product is: [C:18]([O:22][C:23]([NH:25][C@@:26]1([C:39]([O:41][C:42]([CH3:45])([CH3:44])[CH3:43])=[O:40])[C@H:31]([OH:1])[C@H:30]([OH:58])[C@@H:29]2[C@H:27]1[C@H:28]2[C:32]([O:34][C:35]([CH3:36])([CH3:38])[CH3:37])=[O:33])=[O:24])([CH3:21])([CH3:19])[CH3:20]. Given the reactants [OH2:1].C[N+]1([O-])CCOCC1.C[N+]1([O-])CCOCC1.[C:18]([O:22][C:23]([NH:25][C@@:26]1([C:39]([O:41][C:42]([CH3:45])([CH3:44])[CH3:43])=[O:40])[CH:31]=[CH:30][C@@H:29]2[C@H:27]1[C@H:28]2[C:32]([O:34][C:35]([CH3:38])([CH3:37])[CH3:36])=[O:33])=[O:24])([CH3:21])([CH3:20])[CH3:19].CCCCCC.C(OCC)(=O)C.[OH2:58], predict the reaction product. (5) Given the reactants [CH3:1][C@@H:2]1[CH2:7][NH:6][C@@H:5]([CH3:8])[CH2:4][NH:3]1.[S:9](N)([NH2:12])(=[O:11])=[O:10], predict the reaction product. The product is: [CH3:1][C@H:2]1[CH2:7][NH:6][C@H:5]([CH3:8])[CH2:4][N:3]1[S:9]([NH2:12])(=[O:11])=[O:10]. (6) Given the reactants [Cl:1][CH2:2][C:3]1[N:4]=[C:5]([C:8]([O:10]CC)=[O:9])[S:6][CH:7]=1.[OH-].[Na+].Cl, predict the reaction product. The product is: [Cl:1][CH2:2][C:3]1[N:4]=[C:5]([C:8]([OH:10])=[O:9])[S:6][CH:7]=1.